Task: Predict the product of the given reaction.. Dataset: Forward reaction prediction with 1.9M reactions from USPTO patents (1976-2016) (1) Given the reactants [CH3:1][O:2][C:3]1[C:8]([N:9]2[C:13]([S:14]([C:17]3[CH:22]=[CH:21][CH:20]=[CH:19][CH:18]=3)(=[O:16])=[O:15])=[CH:12][C:11]([CH2:23][N:24](C)[C:25](=O)OC(C)(C)C)=[N:10]2)=[CH:7][CH:6]=[CH:5][N:4]=1.[C:33]([O:36]CC)(=[O:35])[CH3:34].[C:39]([O:42]CC)(=[O:41])[CH3:40].Cl, predict the reaction product. The product is: [C:39]([OH:42])(=[O:41])/[CH:40]=[CH:34]/[C:33]([OH:36])=[O:35].[CH3:1][O:2][C:3]1[C:8]([N:9]2[C:13]([S:14]([C:17]3[CH:18]=[CH:19][CH:20]=[CH:21][CH:22]=3)(=[O:16])=[O:15])=[CH:12][C:11]([CH2:23][NH:24][CH3:25])=[N:10]2)=[CH:7][CH:6]=[CH:5][N:4]=1. (2) Given the reactants [CH:1]12[CH2:7][CH:5]([O:6]1)[CH2:4][N:3]([C:8]1[CH:17]=[C:16]3[C:11]([N:12]=[CH:13][CH:14]=[N:15]3)=[C:10]([O:18][CH:19]3[CH2:24][CH2:23][CH:22]([NH2:25])[CH2:21][CH2:20]3)[CH:9]=1)[CH2:2]2.F[C:27]1[N:32]=[CH:31][CH:30]=[CH:29][N:28]=1.CCN(C(C)C)C(C)C, predict the reaction product. The product is: [CH:5]12[CH2:7][CH:1]([O:6]1)[CH2:2][N:3]([C:8]1[CH:17]=[C:16]3[C:11]([N:12]=[CH:13][CH:14]=[N:15]3)=[C:10]([O:18][CH:19]3[CH2:20][CH2:21][CH:22]([NH:25][C:27]4[N:32]=[CH:31][CH:30]=[CH:29][N:28]=4)[CH2:23][CH2:24]3)[CH:9]=1)[CH2:4]2.